Dataset: Human liver microsome stability data. Task: Regression/Classification. Given a drug SMILES string, predict its absorption, distribution, metabolism, or excretion properties. Task type varies by dataset: regression for continuous measurements (e.g., permeability, clearance, half-life) or binary classification for categorical outcomes (e.g., BBB penetration, CYP inhibition). Dataset: hlm. (1) The compound is CCN1CCN(C(c2ccc(C(F)(F)F)cc2)c2cc(Cl)c3cccnc3c2O)CC1. The result is 0 (unstable in human liver microsomes). (2) The drug is O=C(c1ccc(F)cc1)N1CCn2c(nnc2-c2ccccn2)C1. The result is 0 (unstable in human liver microsomes). (3) The drug is O[C@@H]1COC[C@H]1Nc1nc(Nc2cc(Cl)cc(Cl)c2)ncc1-c1ccc(F)cc1. The result is 0 (unstable in human liver microsomes). (4) The drug is O=C(O)c1ccc(N(Cc2ccc(C3CCOCC3)cc2)C(=O)[C@H]2CCCN2S(=O)(=O)c2c(F)c(F)c(F)c(F)c2F)cc1O. The result is 1 (stable in human liver microsomes). (5) The compound is Nc1ncnc2c1c(Oc1cccc(Cl)c1)nn2[C@H]1C[C@H](F)C1. The result is 1 (stable in human liver microsomes). (6) The result is 1 (stable in human liver microsomes). The drug is NC(=O)COc1ccc2c(c1)S(=O)(=O)NC(c1c(O)c(-c3cccs3)nn(Cc3ccccc3)c1=O)=N2. (7) The compound is COc1ccc2[nH]c(SCc3ccccn3)nc2c1. The result is 1 (stable in human liver microsomes). (8) The compound is CC(C)CCC[C@@H](C)[C@H]1CC[C@H]2[C@@H](OC(=O)c3cccc(O)c3)CCC[C@]12C. The result is 0 (unstable in human liver microsomes). (9) The molecule is Cc1nc2c(Cl)cccc2n1-c1cc(Oc2cccc(S(C)(=O)=O)c2)ccc1Cl. The result is 1 (stable in human liver microsomes). (10) The drug is C#Cc1ccc(Nc2c(C(=O)NOCCO)c3n(c(=O)c2F)CCC3)c(F)c1. The result is 0 (unstable in human liver microsomes).